This data is from Full USPTO retrosynthesis dataset with 1.9M reactions from patents (1976-2016). The task is: Predict the reactants needed to synthesize the given product. (1) Given the product [NH2:4][C@H:7]1[CH2:12][CH2:11][CH2:10][C@:9]([O:14][Si:15]([C:18]([CH3:21])([CH3:20])[CH3:19])([CH3:16])[CH3:17])([CH3:13])[C@@H:8]1[OH:22], predict the reactants needed to synthesize it. The reactants are: [N-]=[N+]=[N-].[N:4]([C@H:7]1[CH2:12][CH2:11][CH2:10][C@:9]([O:14][Si:15]([C:18]([CH3:21])([CH3:20])[CH3:19])([CH3:17])[CH3:16])([CH3:13])[C@@H:8]1[OH:22])=[N+]=[N-].[H][H]. (2) Given the product [CH3:5][C:6]1[N:15]=[C:14]([CH3:16])[CH:13]=[C:12]2[C:7]=1[CH:8]=[C:9]([C:18]1[CH:23]=[CH:22][CH:21]=[CH:20][CH:19]=1)[C:10](=[O:2])[NH:11]2, predict the reactants needed to synthesize it. The reactants are: N([O-])=[O:2].[Na+].[CH3:5][C:6]1[N:15]=[C:14]([CH3:16])[CH:13]=[C:12]2[C:7]=1[CH:8]=[C:9]([C:18]1[CH:23]=[CH:22][CH:21]=[CH:20][CH:19]=1)[C:10](N)=[N:11]2.Cl. (3) Given the product [O:1]1[CH:5]=[CH:4][CH:3]=[C:2]1[C:6]1[N:21]=[C:9]2[C:10]([NH2:20])=[N:11][C:12]([N:14]3[CH2:19][CH2:18][N:17]([CH2:25][C:24]4[C:23]([F:22])=[CH:30][C:29]([F:31])=[CH:28][C:27]=4[F:32])[CH2:16][CH2:15]3)=[CH:13][N:8]2[N:7]=1, predict the reactants needed to synthesize it. The reactants are: [O:1]1[CH:5]=[CH:4][CH:3]=[C:2]1[C:6]1[N:21]=[C:9]2[C:10]([NH2:20])=[N:11][C:12]([N:14]3[CH2:19][CH2:18][NH:17][CH2:16][CH2:15]3)=[CH:13][N:8]2[N:7]=1.[F:22][C:23]1[CH:30]=[C:29]([F:31])[CH:28]=[C:27]([F:32])[C:24]=1[CH:25]=O.C(O[BH-](OC(=O)C)OC(=O)C)(=O)C.[Na+].C(O)(=O)C. (4) Given the product [NH2:3][CH2:12][C:13]1[C:21]2[C:16](=[CH:17][CH:18]=[C:19]([NH:22][C:23]([CH:25]3[CH2:29][CH2:28][N:27]([CH2:30][C:31](=[O:50])[N:32]4[CH2:33][CH2:34][N:35]([C:38]5[CH:43]=[CH:42][C:41]([C:44]6[N:49]=[CH:48][CH:47]=[CH:46][N:45]=6)=[CH:40][CH:39]=5)[CH2:36][CH2:37]4)[CH2:26]3)=[O:24])[CH:20]=2)[NH:15][N:14]=1, predict the reactants needed to synthesize it. The reactants are: O=C1C2C(=CC=CC=2)C(=O)[N:3]1[CH2:12][C:13]1[C:21]2[C:16](=[CH:17][CH:18]=[C:19]([NH:22][C:23]([CH:25]3[CH2:29][CH2:28][N:27]([CH2:30][C:31](=[O:50])[N:32]4[CH2:37][CH2:36][N:35]([C:38]5[CH:43]=[CH:42][C:41]([C:44]6[N:49]=[CH:48][CH:47]=[CH:46][N:45]=6)=[CH:40][CH:39]=5)[CH2:34][CH2:33]4)[CH2:26]3)=[O:24])[CH:20]=2)[NH:15][N:14]=1. (5) The reactants are: [F:1][C:2]1[CH:23]=[CH:22][C:5]([CH2:6][O:7][CH2:8][C:9]([NH:11][CH2:12][C:13]#[C:14][C:15]2[CH:20]=[CH:19][C:18]([OH:21])=[CH:17][CH:16]=2)=[O:10])=[CH:4][CH:3]=1.NC1C=CC(CCCNC(=O)COCC2C=CC(F)=CC=2)=CC=1. Given the product [F:1][C:2]1[CH:23]=[CH:22][C:5]([CH2:6][O:7][CH2:8][C:9]([NH:11][CH2:12][CH2:13][CH2:14][C:15]2[CH:16]=[CH:17][C:18]([OH:21])=[CH:19][CH:20]=2)=[O:10])=[CH:4][CH:3]=1, predict the reactants needed to synthesize it.